From a dataset of Forward reaction prediction with 1.9M reactions from USPTO patents (1976-2016). Predict the product of the given reaction. (1) Given the reactants C([O:3][C:4]([C:6]1[C:7]2[CH2:8][C@H:9]3[CH2:22][C@H:10]3[C:11]=2[N:12]([C:14]2[CH:19]=[CH:18][C:17]([F:20])=[CH:16][C:15]=2[F:21])[N:13]=1)=O)C.[C:23]1([C:29]([NH2:32])([CH3:31])[CH3:30])[CH:28]=[CH:27][CH:26]=[CH:25][CH:24]=1, predict the reaction product. The product is: [CH3:30][C:29]([NH:32][C:4]([C:6]1[C:7]2[CH2:8][C@H:9]3[CH2:22][C@H:10]3[C:11]=2[N:12]([C:14]2[CH:19]=[CH:18][C:17]([F:20])=[CH:16][C:15]=2[F:21])[N:13]=1)=[O:3])([C:23]1[CH:28]=[CH:27][CH:26]=[CH:25][CH:24]=1)[CH3:31]. (2) Given the reactants C(OC(=O)[NH:7][C:8]1[CH:13]=[C:12]([N:14]([CH2:16][CH:17]([CH3:19])[CH3:18])[CH3:15])[C:11]([C:20]([F:23])([F:22])[F:21])=[CH:10][C:9]=1[NH:24][C:25](=[O:40])[CH2:26][C:27](=O)[C:28]1[CH:33]=[CH:32][CH:31]=[C:30]([N:34]2[CH:38]=[N:37][CH:36]=[N:35]2)[CH:29]=1)(C)(C)C.C(O)(C(F)(F)F)=O, predict the reaction product. The product is: [CH2:16]([N:14]([CH3:15])[C:12]1[C:11]([C:20]([F:21])([F:22])[F:23])=[CH:10][C:9]2[NH:24][C:25](=[O:40])[CH2:26][C:27]([C:28]3[CH:33]=[CH:32][CH:31]=[C:30]([N:34]4[CH:38]=[N:37][CH:36]=[N:35]4)[CH:29]=3)=[N:7][C:8]=2[CH:13]=1)[CH:17]([CH3:18])[CH3:19]. (3) Given the reactants [N:1]1[CH:6]=[CH:5][CH:4]=[C:3]([CH2:7][C:8]#[N:9])[CH:2]=1.[OH-].[NH4+].[H][H], predict the reaction product. The product is: [N:1]1[CH:6]=[CH:5][CH:4]=[C:3]([CH2:7][CH2:8][NH2:9])[CH:2]=1. (4) The product is: [CH2:21]([N:23]([CH2:31][CH3:32])[C:24]1[CH:29]=[CH:28][C:27]([NH:35][C:13]([CH:10]2[CH2:9][CH2:8][C:7]3[C:12](=[C:3]([O:2][CH3:1])[CH:4]=[CH:5][CH:6]=3)[CH2:11]2)=[O:15])=[CH:26][CH:25]=1)[CH3:22]. Given the reactants [CH3:1][O:2][C:3]1[CH:4]=[CH:5][CH:6]=[C:7]2[C:12]=1[CH2:11][CH:10]([C:13]([OH:15])=O)[CH2:9][CH2:8]2.S(O)(O)(=O)=O.[CH2:21]([N:23]([CH2:31][CH3:32])[C:24]1[CH:29]=[CH:28][CH:27]=[CH:26][C:25]=1N)[CH3:22].CC[N:35](CC)CC.CN(C(ON1N=NC2C=CC=CC1=2)=[N+](C)C)C.[B-](F)(F)(F)F, predict the reaction product. (5) Given the reactants Cl.Cl.[CH3:3][NH:4][C@H:5]1[CH2:9][CH2:8][C@@H:7]([N:10]2[CH2:15][CH2:14][CH:13]([CH3:16])[CH2:12][CH2:11]2)[CH2:6]1.[C:17]1([CH3:27])[CH:22]=[CH:21][C:20]([S:23]([Cl:26])(=[O:25])=[O:24])=[CH:19][CH:18]=1, predict the reaction product. The product is: [ClH:26].[CH3:27][C:17]1[CH:22]=[CH:21][C:20]([S:23]([N:4]([CH3:3])[C@H:5]2[CH2:9][CH2:8][C@@H:7]([N:10]3[CH2:15][CH2:14][CH:13]([CH3:16])[CH2:12][CH2:11]3)[CH2:6]2)(=[O:25])=[O:24])=[CH:19][CH:18]=1. (6) The product is: [Cl:1][CH2:2][C:3]([NH:5][CH2:6][C:7]#[C:8][C:17]1[CH:18]=[C:19]2[C:14](=[CH:15][CH:16]=1)[N:13]=[CH:12][N:11]=[C:10]2[Cl:9])=[O:4]. Given the reactants [Cl:1][CH2:2][C:3]([NH:5][CH2:6][C:7]#[CH:8])=[O:4].[Cl:9][C:10]1[C:19]2[C:14](=[CH:15][CH:16]=[C:17](I)[CH:18]=2)[N:13]=[CH:12][N:11]=1.C(NC(C)C)(C)C, predict the reaction product. (7) The product is: [F:1][C:2]1[CH:7]=[CH:6][C:5]([S:8]([N:11]([CH2:12][C:13]2[CH:14]=[CH:15][C:16]([C:17]([O:19][CH3:20])=[O:18])=[CH:21][CH:22]=2)[CH:25]([C:27]2[CH:32]=[CH:31][CH:30]=[CH:29][CH:28]=2)[CH:24]([CH3:33])[CH3:23])(=[O:10])=[O:9])=[CH:4][CH:3]=1. Given the reactants [F:1][C:2]1[CH:7]=[CH:6][C:5]([S:8]([NH:11][CH2:12][C:13]2[CH:22]=[CH:21][C:16]([C:17]([O:19][CH3:20])=[O:18])=[CH:15][CH:14]=2)(=[O:10])=[O:9])=[CH:4][CH:3]=1.[CH3:23][CH:24]([CH3:33])[CH:25]([C:27]1[CH:32]=[CH:31][CH:30]=[CH:29][CH:28]=1)O.C1C=CC(P(C2C=CC=CC=2)C2C=CC=CC=2)=CC=1.N(C(OC(C)C)=O)=NC(OC(C)C)=O, predict the reaction product.